Dataset: Peptide-MHC class II binding affinity with 134,281 pairs from IEDB. Task: Regression. Given a peptide amino acid sequence and an MHC pseudo amino acid sequence, predict their binding affinity value. This is MHC class II binding data. (1) The peptide sequence is ASAAILGHDGTVWAQ. The MHC is HLA-DPA10201-DPB10101 with pseudo-sequence HLA-DPA10201-DPB10101. The binding affinity (normalized) is 0.0683. (2) The peptide sequence is AGALEVHAVKPVTEE. The MHC is HLA-DQA10104-DQB10503 with pseudo-sequence HLA-DQA10104-DQB10503. The binding affinity (normalized) is 0.0205. (3) The peptide sequence is IQSIPFVHLGHRDNI. The MHC is DRB5_0101 with pseudo-sequence DRB5_0101. The binding affinity (normalized) is 0.464. (4) The peptide sequence is YDLFLANVSTVLTGK. The MHC is DRB3_0202 with pseudo-sequence DRB3_0202. The binding affinity (normalized) is 0.855. (5) The peptide sequence is AAAKAGTTVYGAFAA. The MHC is HLA-DQA10501-DQB10301 with pseudo-sequence HLA-DQA10501-DQB10301. The binding affinity (normalized) is 0.730. (6) The peptide sequence is LVNLLIFHINGKIIKNS. The MHC is DRB1_0405 with pseudo-sequence DRB1_0405. The binding affinity (normalized) is 0.307. (7) The peptide sequence is IAYQEDEFFECFKYL. The MHC is H-2-IAb with pseudo-sequence H-2-IAb. The binding affinity (normalized) is 0. (8) The peptide sequence is PGVDYTITVYAVTYY. The MHC is DRB1_0404 with pseudo-sequence DRB1_0404. The binding affinity (normalized) is 0.485. (9) The peptide sequence is GLVPKLDAAYSVAYK. The MHC is HLA-DPA10201-DPB10101 with pseudo-sequence HLA-DPA10201-DPB10101. The binding affinity (normalized) is 0.251. (10) The peptide sequence is TQCMNIMESIPANTI. The MHC is HLA-DPA10301-DPB10402 with pseudo-sequence HLA-DPA10301-DPB10402. The binding affinity (normalized) is 0.300.